Dataset: NCI-60 drug combinations with 297,098 pairs across 59 cell lines. Task: Regression. Given two drug SMILES strings and cell line genomic features, predict the synergy score measuring deviation from expected non-interaction effect. (1) Drug 1: CC1=C(C=C(C=C1)NC(=O)C2=CC=C(C=C2)CN3CCN(CC3)C)NC4=NC=CC(=N4)C5=CN=CC=C5. Drug 2: B(C(CC(C)C)NC(=O)C(CC1=CC=CC=C1)NC(=O)C2=NC=CN=C2)(O)O. Cell line: U251. Synergy scores: CSS=21.7, Synergy_ZIP=-1.38, Synergy_Bliss=-4.10, Synergy_Loewe=-26.6, Synergy_HSA=-2.70. (2) Drug 1: CNC(=O)C1=CC=CC=C1SC2=CC3=C(C=C2)C(=NN3)C=CC4=CC=CC=N4. Drug 2: CN(C(=O)NC(C=O)C(C(C(CO)O)O)O)N=O. Cell line: OVCAR-5. Synergy scores: CSS=-5.81, Synergy_ZIP=-0.00203, Synergy_Bliss=-8.67, Synergy_Loewe=-10.2, Synergy_HSA=-10.1. (3) Synergy scores: CSS=4.12, Synergy_ZIP=1.55, Synergy_Bliss=2.66, Synergy_Loewe=1.93, Synergy_HSA=1.56. Drug 2: COC1=C2C(=CC3=C1OC=C3)C=CC(=O)O2. Drug 1: C1=CC(=CC=C1C#N)C(C2=CC=C(C=C2)C#N)N3C=NC=N3. Cell line: HT29. (4) Drug 1: COC1=NC(=NC2=C1N=CN2C3C(C(C(O3)CO)O)O)N. Drug 2: C1CNP(=O)(OC1)N(CCCl)CCCl. Cell line: IGROV1. Synergy scores: CSS=-14.2, Synergy_ZIP=4.57, Synergy_Bliss=-3.37, Synergy_Loewe=-9.78, Synergy_HSA=-9.94. (5) Drug 1: CS(=O)(=O)C1=CC(=C(C=C1)C(=O)NC2=CC(=C(C=C2)Cl)C3=CC=CC=N3)Cl. Drug 2: CNC(=O)C1=NC=CC(=C1)OC2=CC=C(C=C2)NC(=O)NC3=CC(=C(C=C3)Cl)C(F)(F)F. Cell line: MCF7. Synergy scores: CSS=20.8, Synergy_ZIP=-9.13, Synergy_Bliss=-1.68, Synergy_Loewe=-13.4, Synergy_HSA=-1.43.